Dataset: Experimentally validated miRNA-target interactions with 360,000+ pairs, plus equal number of negative samples. Task: Binary Classification. Given a miRNA mature sequence and a target amino acid sequence, predict their likelihood of interaction. (1) The miRNA is mmu-miR-291a-5p with sequence CAUCAAAGUGGAGGCCCUCUCU. Result: 0 (no interaction). The protein sequence of the target gene is MEISMPPPQIYVEKTLAIIKPDIVDKEEEIQDIILRSGFTIVQRRKLRLSPEQCSNFYVEKYGKMFFPNLTAYMSSGPLVAMILARHKAISYWLELLGPNNSLVAKETHPDSLRAIYGTDDLRNALHGSNDFAAAEREIRFMFPEVIVEPIPIGQAAKDYLNLHIMPTLLEGLTELCKQKPADPLIWLADWLLKNNPNKPKLCHHPIVEEPY. (2) The miRNA is hsa-miR-6131 with sequence GGCUGGUCAGAUGGGAGUG. The protein sequence of the target gene is MYFCWGADSRELQRRRTAGSPGAELLQAASGERHSLLLLTNHRVLSCGDNSRGQLGRRGAQRGELPEPIQALETLIVDLVSCGKEHSLAVCHKGRVFAWGAGSEGQLGIGEFKEISFTPKKIMTLNDIKIIQVSCGHYHSLALSKDSQVFSWGKNSHGQLGLGKEFPSQASPQRVRSLEGIPLAQVAAGGAHSFALSLCGTSFGWGSNSAGQLALSGRNVPVQSNKPLSVGALKNLGVVYISCGDAHTAVLTQDGKVFTFGDNRSGQLGYSPTPEKRGPQLVERIDGLVSQIDCGSYHTL.... Result: 0 (no interaction).